Dataset: NCI-60 drug combinations with 297,098 pairs across 59 cell lines. Task: Regression. Given two drug SMILES strings and cell line genomic features, predict the synergy score measuring deviation from expected non-interaction effect. (1) Drug 1: CC1C(C(=O)NC(C(=O)N2CCCC2C(=O)N(CC(=O)N(C(C(=O)O1)C(C)C)C)C)C(C)C)NC(=O)C3=C4C(=C(C=C3)C)OC5=C(C(=O)C(=C(C5=N4)C(=O)NC6C(OC(=O)C(N(C(=O)CN(C(=O)C7CCCN7C(=O)C(NC6=O)C(C)C)C)C)C(C)C)C)N)C. Drug 2: CC1=C(C=C(C=C1)NC(=O)C2=CC=C(C=C2)CN3CCN(CC3)C)NC4=NC=CC(=N4)C5=CN=CC=C5. Cell line: OVCAR-5. Synergy scores: CSS=37.7, Synergy_ZIP=8.99, Synergy_Bliss=15.7, Synergy_Loewe=-5.20, Synergy_HSA=13.3. (2) Drug 1: CCC1(CC2CC(C3=C(CCN(C2)C1)C4=CC=CC=C4N3)(C5=C(C=C6C(=C5)C78CCN9C7C(C=CC9)(C(C(C8N6C)(C(=O)OC)O)OC(=O)C)CC)OC)C(=O)OC)O.OS(=O)(=O)O. Drug 2: CCN(CC)CCCC(C)NC1=C2C=C(C=CC2=NC3=C1C=CC(=C3)Cl)OC. Cell line: HS 578T. Synergy scores: CSS=6.12, Synergy_ZIP=-2.18, Synergy_Bliss=-1.93, Synergy_Loewe=-3.65, Synergy_HSA=-2.40. (3) Drug 1: C1CCN(CC1)CCOC2=CC=C(C=C2)C(=O)C3=C(SC4=C3C=CC(=C4)O)C5=CC=C(C=C5)O. Drug 2: C1C(C(OC1N2C=NC(=NC2=O)N)CO)O. Cell line: SK-OV-3. Synergy scores: CSS=3.20, Synergy_ZIP=-0.578, Synergy_Bliss=0.111, Synergy_Loewe=-1.34, Synergy_HSA=-0.566. (4) Drug 1: CC1CCC2CC(C(=CC=CC=CC(CC(C(=O)C(C(C(=CC(C(=O)CC(OC(=O)C3CCCCN3C(=O)C(=O)C1(O2)O)C(C)CC4CCC(C(C4)OC)OCCO)C)C)O)OC)C)C)C)OC. Drug 2: C1CN1C2=NC(=NC(=N2)N3CC3)N4CC4. Cell line: UACC62. Synergy scores: CSS=38.4, Synergy_ZIP=-2.09, Synergy_Bliss=0.114, Synergy_Loewe=0.642, Synergy_HSA=1.70. (5) Drug 1: C1=C(C(=O)NC(=O)N1)N(CCCl)CCCl. Drug 2: CC1=C(C=C(C=C1)C(=O)NC2=CC(=CC(=C2)C(F)(F)F)N3C=C(N=C3)C)NC4=NC=CC(=N4)C5=CN=CC=C5. Cell line: CAKI-1. Synergy scores: CSS=47.2, Synergy_ZIP=-4.23, Synergy_Bliss=-4.43, Synergy_Loewe=-0.356, Synergy_HSA=-0.108. (6) Cell line: UACC-257. Synergy scores: CSS=2.72, Synergy_ZIP=-0.839, Synergy_Bliss=0.658, Synergy_Loewe=0.228, Synergy_HSA=-0.138. Drug 2: C1=NNC2=C1C(=O)NC=N2. Drug 1: C1CN1P(=S)(N2CC2)N3CC3. (7) Drug 1: CNC(=O)C1=CC=CC=C1SC2=CC3=C(C=C2)C(=NN3)C=CC4=CC=CC=N4. Drug 2: C1CNP(=O)(OC1)N(CCCl)CCCl. Cell line: T-47D. Synergy scores: CSS=-1.87, Synergy_ZIP=-0.101, Synergy_Bliss=-2.40, Synergy_Loewe=-2.47, Synergy_HSA=-3.11. (8) Drug 1: CC12CCC3C(C1CCC2=O)CC(=C)C4=CC(=O)C=CC34C. Drug 2: CC1CCC2CC(C(=CC=CC=CC(CC(C(=O)C(C(C(=CC(C(=O)CC(OC(=O)C3CCCCN3C(=O)C(=O)C1(O2)O)C(C)CC4CCC(C(C4)OC)OCCO)C)C)O)OC)C)C)C)OC. Cell line: OVCAR3. Synergy scores: CSS=40.5, Synergy_ZIP=-1.79, Synergy_Bliss=1.60, Synergy_Loewe=-1.42, Synergy_HSA=2.29. (9) Drug 1: CCC1(CC2CC(C3=C(CCN(C2)C1)C4=CC=CC=C4N3)(C5=C(C=C6C(=C5)C78CCN9C7C(C=CC9)(C(C(C8N6C)(C(=O)OC)O)OC(=O)C)CC)OC)C(=O)OC)O.OS(=O)(=O)O. Drug 2: CC12CCC3C(C1CCC2OP(=O)(O)O)CCC4=C3C=CC(=C4)OC(=O)N(CCCl)CCCl.[Na+]. Cell line: SR. Synergy scores: CSS=49.2, Synergy_ZIP=4.68, Synergy_Bliss=0.313, Synergy_Loewe=-34.9, Synergy_HSA=2.01. (10) Drug 1: CN(CC1=CN=C2C(=N1)C(=NC(=N2)N)N)C3=CC=C(C=C3)C(=O)NC(CCC(=O)O)C(=O)O. Drug 2: C1CC(C1)(C(=O)O)C(=O)O.[NH2-].[NH2-].[Pt+2]. Cell line: PC-3. Synergy scores: CSS=55.6, Synergy_ZIP=2.64, Synergy_Bliss=-1.46, Synergy_Loewe=-3.92, Synergy_HSA=-3.48.